Dataset: Reaction yield outcomes from USPTO patents with 853,638 reactions. Task: Predict the reaction yield, written as a fraction of the theoretical maximum amount of product (1.0 means a 100% yield; for example, 0.34 means a 34% yield). The reactants are C(OC(=O)[NH:7][CH:8]1[CH2:12][CH2:11][CH:10]([NH:13][C:14]([C:16]2[C:24]3[C:19](=[N:20][CH:21]=[C:22]([C:25]4[C:33]5[C:28](=[CH:29][C:30]([Cl:34])=[CH:31][CH:32]=5)[N:27]([CH3:35])[N:26]=4)[N:23]=3)[N:18](COCC[Si](C)(C)C)[CH:17]=2)=[O:15])[CH2:9]1)(C)(C)C.FC(F)(F)C(O)=O.C(N)CN. The catalyst is ClCCl. The product is [NH2:7][CH:8]1[CH2:12][CH2:11][CH:10]([NH:13][C:14]([C:16]2[C:24]3[C:19](=[N:20][CH:21]=[C:22]([C:25]4[C:33]5[C:28](=[CH:29][C:30]([Cl:34])=[CH:31][CH:32]=5)[N:27]([CH3:35])[N:26]=4)[N:23]=3)[NH:18][CH:17]=2)=[O:15])[CH2:9]1. The yield is 0.740.